From a dataset of NCI-60 drug combinations with 297,098 pairs across 59 cell lines. Regression. Given two drug SMILES strings and cell line genomic features, predict the synergy score measuring deviation from expected non-interaction effect. Drug 1: CC(CN1CC(=O)NC(=O)C1)N2CC(=O)NC(=O)C2. Drug 2: CC1CCC2CC(C(=CC=CC=CC(CC(C(=O)C(C(C(=CC(C(=O)CC(OC(=O)C3CCCCN3C(=O)C(=O)C1(O2)O)C(C)CC4CCC(C(C4)OC)O)C)C)O)OC)C)C)C)OC. Cell line: K-562. Synergy scores: CSS=37.9, Synergy_ZIP=-6.60, Synergy_Bliss=-1.84, Synergy_Loewe=2.34, Synergy_HSA=3.11.